This data is from Forward reaction prediction with 1.9M reactions from USPTO patents (1976-2016). The task is: Predict the product of the given reaction. (1) Given the reactants [CH:1]1([S:4]([C:7]2[CH:12]=[CH:11][C:10](/[C:13](=[CH:32]\[CH:33]3[CH2:38][CH2:37][O:36][CH2:35][CH2:34]3)/[C:14](=O)[CH2:15][CH2:16][C:17]([C:19]3[CH:24]=[CH:23][C:22]([CH:25]([OH:30])[C:26]([OH:29])([CH3:28])[CH3:27])=[CH:21][N:20]=3)=O)=[CH:9][CH:8]=2)(=[O:6])=[O:5])[CH2:3][CH2:2]1.C([O-])(=O)C.[NH4+:43].C(O)(=O)C.[OH-].[Na+], predict the reaction product. The product is: [CH:1]1([S:4]([C:7]2[CH:12]=[CH:11][C:10](/[C:13](/[C:14]3[NH:43][C:17]([C:19]4[N:20]=[CH:21][C:22]([CH:25]([OH:30])[C:26]([CH3:27])([OH:29])[CH3:28])=[CH:23][CH:24]=4)=[CH:16][CH:15]=3)=[CH:32]\[CH:33]3[CH2:38][CH2:37][O:36][CH2:35][CH2:34]3)=[CH:9][CH:8]=2)(=[O:6])=[O:5])[CH2:2][CH2:3]1. (2) Given the reactants [OH-].[Li+].C([O:5][C:6](=[O:38])[C:7]1[CH:12]=[CH:11][C:10]([N:13]2[CH2:19][CH2:18][CH2:17][CH:16]([O:20][CH2:21][C:22]3[C:23]([C:30]4[C:35]([Cl:36])=[CH:34][CH:33]=[CH:32][C:31]=4[Cl:37])=[N:24][O:25][C:26]=3[CH:27]3[CH2:29][CH2:28]3)[CH2:15][CH2:14]2)=[CH:9][CH:8]=1)C, predict the reaction product. The product is: [CH:27]1([C:26]2[O:25][N:24]=[C:23]([C:30]3[C:31]([Cl:37])=[CH:32][CH:33]=[CH:34][C:35]=3[Cl:36])[C:22]=2[CH2:21][O:20][CH:16]2[CH2:17][CH2:18][CH2:19][N:13]([C:10]3[CH:9]=[CH:8][C:7]([C:6]([OH:38])=[O:5])=[CH:12][CH:11]=3)[CH2:14][CH2:15]2)[CH2:29][CH2:28]1.